From a dataset of Catalyst prediction with 721,799 reactions and 888 catalyst types from USPTO. Predict which catalyst facilitates the given reaction. Reactant: [C:1]1([S:7]([N:10]2[C:18]3[C:13](=[CH:14][CH:15]=[C:16]([S:19](Cl)(=[O:21])=[O:20])[CH:17]=3)[C:12]([Cl:23])=[CH:11]2)(=[O:9])=[O:8])[CH:6]=[CH:5][CH:4]=[CH:3][CH:2]=1.Cl.[NH2:25][CH2:26][CH2:27][NH:28][C:29]([CH:31]1[CH2:36][CH2:35][N:34]([C:37]2[CH:42]=[CH:41][C:40](=[O:43])[N:39]([CH3:44])[N:38]=2)[CH2:33][CH2:32]1)=[O:30].C(N(C(C)C)CC)(C)C.S([O-])(O)(=O)=O.[K+]. Product: [C:1]1([S:7]([N:10]2[C:18]3[C:13](=[CH:14][CH:15]=[C:16]([S:19]([NH:25][CH2:26][CH2:27][NH:28][C:29]([CH:31]4[CH2:36][CH2:35][N:34]([C:37]5[CH:42]=[CH:41][C:40](=[O:43])[N:39]([CH3:44])[N:38]=5)[CH2:33][CH2:32]4)=[O:30])(=[O:21])=[O:20])[CH:17]=3)[C:12]([Cl:23])=[CH:11]2)(=[O:9])=[O:8])[CH:6]=[CH:5][CH:4]=[CH:3][CH:2]=1. The catalyst class is: 46.